This data is from Reaction yield outcomes from USPTO patents with 853,638 reactions. The task is: Predict the reaction yield, written as a fraction of the theoretical maximum amount of product (1.0 means a 100% yield; for example, 0.34 means a 34% yield). The reactants are [O:1]1CCO[CH:2]1[C:6]1[CH:21]=[CH:20][C:9]([O:10][C:11]2[CH:12]=[CH:13][C:14]([C:17]([NH2:19])=[O:18])=[N:15][CH:16]=2)=[C:8]([F:22])[CH:7]=1. The catalyst is C(O)=O.O. The product is [F:22][C:8]1[CH:7]=[C:6]([CH:2]=[O:1])[CH:21]=[CH:20][C:9]=1[O:10][C:11]1[CH:12]=[CH:13][C:14]([C:17]([NH2:19])=[O:18])=[N:15][CH:16]=1. The yield is 0.996.